This data is from Peptide-MHC class I binding affinity with 185,985 pairs from IEDB/IMGT. The task is: Regression. Given a peptide amino acid sequence and an MHC pseudo amino acid sequence, predict their binding affinity value. This is MHC class I binding data. (1) The peptide sequence is VSDGGPNLY. The MHC is HLA-B58:01 with pseudo-sequence HLA-B58:01. The binding affinity (normalized) is 0.416. (2) The peptide sequence is EAEKQLQQY. The MHC is HLA-A02:01 with pseudo-sequence HLA-A02:01. The binding affinity (normalized) is 0.0847. (3) The binding affinity (normalized) is 0. The peptide sequence is SGPSNTYPEI. The MHC is HLA-B45:01 with pseudo-sequence HLA-B45:01. (4) The peptide sequence is MSLNFPIAK. The MHC is HLA-A31:01 with pseudo-sequence HLA-A31:01. The binding affinity (normalized) is 0.658. (5) The peptide sequence is AVVSVSPL. The MHC is H-2-Kb with pseudo-sequence H-2-Kb. The binding affinity (normalized) is 0.547.